Dataset: Forward reaction prediction with 1.9M reactions from USPTO patents (1976-2016). Task: Predict the product of the given reaction. (1) Given the reactants [Br:1][C:2]1[CH:15]=[CH:14][C:5]([CH2:6][CH:7]2[C:12](=[O:13])[CH:11]=[CH:10][S:9][CH2:8]2)=[CH:4][CH:3]=1.[BH4-].[Na+], predict the reaction product. The product is: [Br:1][C:2]1[CH:3]=[CH:4][C:5]([CH2:6][C@H:7]2[C@@H:12]([OH:13])[CH:11]=[CH:10][S:9][CH2:8]2)=[CH:14][CH:15]=1. (2) Given the reactants C(O[CH:5]=[CH:6][C:7]1[CH:12]=[CH:11][CH:10]=[CH:9][CH:8]=1)(=O)C.[OH-].[K+].C([O-])(O)=[O:16].[Na+], predict the reaction product. The product is: [CH:6]([C:7]1[CH:12]=[CH:11][C:10]([OH:16])=[CH:9][CH:8]=1)=[CH2:5]. (3) Given the reactants [Br:1][C:2]1[CH:15]=[CH:14][C:5]([N:6]([CH2:10][CH:11]([CH3:13])[CH3:12])[CH2:7][C:8]#[CH:9])=[C:4]([N+:16]([O-])=O)[CH:3]=1.C(N(CCC(F)(F)F)C1C=CC(Br)=CC=1[N+]([O-])=O)C1C=CC=CC=1.C(N(CCC(F)(F)F)C1C(N)=CC(Br)=CC=1)C1C=CC=CC=1, predict the reaction product. The product is: [Br:1][C:2]1[CH:3]=[C:4]([NH2:16])[C:5]([N:6]([CH2:10][CH:11]([CH3:12])[CH3:13])[CH2:7][C:8]#[CH:9])=[CH:14][CH:15]=1. (4) Given the reactants [C:1]([O:5][C:6](=[O:43])[C@@H:7]([NH:14][C:15]([C:17]1[CH:22]=[CH:21][C:20]([C:23]2[CH:28]=[CH:27][CH:26]=[C:25]([NH:29][S:30]([C:33]3[CH:38]=[C:37]([CH3:39])[C:36]([Cl:40])=[CH:35][C:34]=3[CH3:41])(=[O:32])=[O:31])[CH:24]=2)=[CH:19][C:18]=1[CH3:42])=[O:16])[CH2:8][O:9][C:10]([CH3:13])([CH3:12])[CH3:11])(C)(C)C.Cl.COC(=O)[C@@H](N)COC(C)(C)C.C(N(CC)CC)C.C1C=C2N=NN(O)C2=CC=1.O.CCN=C=NCCCN(C)C.Cl, predict the reaction product. The product is: [CH3:1][O:5][C:6](=[O:43])[C@@H:7]([NH:14][C:15]([C:17]1[CH:22]=[CH:21][C:20]([C:23]2[CH:28]=[CH:27][CH:26]=[C:25]([NH:29][S:30]([C:33]3[CH:38]=[C:37]([CH3:39])[C:36]([Cl:40])=[CH:35][C:34]=3[CH3:41])(=[O:32])=[O:31])[CH:24]=2)=[CH:19][C:18]=1[CH3:42])=[O:16])[CH2:8][O:9][C:10]([CH3:13])([CH3:12])[CH3:11]. (5) The product is: [OH:9][C:10]1[CH:11]=[C:12]([CH:15]=[CH:16][C:17]=1[O:18][CH2:19][CH2:20][CH3:21])[CH:13]=[O:14]. Given the reactants C(=O)([O-])[O-].[K+].[K+].[I-].[Na+].[OH:9][C:10]1[CH:11]=[C:12]([CH:15]=[CH:16][C:17]=1[OH:18])[CH:13]=[O:14].[CH2:19](Br)[CH2:20][CH3:21], predict the reaction product. (6) Given the reactants C(O)C.[CH:4]1([NH:10][C:11]2[CH:20]=[C:19]3[C:14]([C:15](=[O:34])[N:16]([CH2:27]/[CH:28]=[CH:29]/[C:30]([NH:32][NH2:33])=[O:31])[C:17](=[O:26])[N:18]3[CH:21]3[CH2:25][CH2:24][CH2:23][CH2:22]3)=[CH:13][C:12]=2[F:35])[CH2:9][CH2:8][CH2:7][CH2:6][CH2:5]1.[C:36](=S)=[S:37].[OH-].[K+], predict the reaction product. The product is: [CH:4]1([NH:10][C:11]2[CH:20]=[C:19]3[C:14]([C:15](=[O:34])[N:16]([CH2:27]/[CH:28]=[CH:29]/[C:30]4[O:31][C:36](=[S:37])[NH:33][N:32]=4)[C:17](=[O:26])[N:18]3[CH:21]3[CH2:25][CH2:24][CH2:23][CH2:22]3)=[CH:13][C:12]=2[F:35])[CH2:9][CH2:8][CH2:7][CH2:6][CH2:5]1.